From a dataset of Forward reaction prediction with 1.9M reactions from USPTO patents (1976-2016). Predict the product of the given reaction. (1) Given the reactants Cl[C:2]1[N:7]=[C:6]([CH2:8][C:9]([C:11]2[CH:12]=[C:13]([NH:17][C:18](=[O:27])[C:19]3[CH:24]=[C:23]([F:25])[CH:22]=[CH:21][C:20]=3[F:26])[CH:14]=[CH:15][CH:16]=2)=[O:10])[CH:5]=[CH:4][N:3]=1.[CH3:28]C(O)C.[Cl:32][C:33]1[CH:34]=[C:35]([NH2:45])[CH:36]=[CH:37][C:38]=1[O:39][CH2:40][CH2:41][N:42]([CH3:44])[CH3:43].[OH-].[Na+], predict the reaction product. The product is: [Cl:32][C:33]1[CH:34]=[C:35]([NH:45][C:2]2[N:7]=[C:6]([CH2:8][C:9]([C:11]3[CH:12]=[C:13]([N:17]([CH3:28])[C:18](=[O:27])[C:19]4[CH:24]=[C:23]([F:25])[CH:22]=[CH:21][C:20]=4[F:26])[CH:14]=[CH:15][CH:16]=3)=[O:10])[CH:5]=[CH:4][N:3]=2)[CH:36]=[CH:37][C:38]=1[O:39][CH2:40][CH2:41][N:42]([CH3:43])[CH3:44]. (2) Given the reactants [CH2:1]([C:5]1([C:18](OC)=[O:19])[CH2:10][CH2:9][N:8]([C:11]([O:13][C:14]([CH3:17])([CH3:16])[CH3:15])=[O:12])[CH2:7][CH2:6]1)[CH2:2][CH:3]=[CH2:4].[H-].[H-].[H-].[H-].[Li+].[Al+3].C1COCC1.O.[OH-].[Na+], predict the reaction product. The product is: [CH2:1]([C:5]1([CH2:18][OH:19])[CH2:6][CH2:7][N:8]([C:11]([O:13][C:14]([CH3:16])([CH3:15])[CH3:17])=[O:12])[CH2:9][CH2:10]1)[CH2:2][CH:3]=[CH2:4]. (3) Given the reactants [CH:1]([N:4]([CH2:8][C:9]1[CH:14]=[CH:13][C:12](/[CH:15]=[C:16](/[C:18]2[CH:22]=[C:21]([CH3:23])[N:20]([CH2:24][C:25]3[CH:26]=[CH:27][C:28]([N:31](CC4C=CC(OC)=C(OC)C=4)[CH3:32])=[N:29][CH:30]=3)[N:19]=2)\[F:17])=[CH:11][CH:10]=1)[CH:5]([CH3:7])[CH3:6])([CH3:3])[CH3:2].FC(F)(F)C(O)=O, predict the reaction product. The product is: [CH:5]([N:4]([CH2:8][C:9]1[CH:10]=[CH:11][C:12](/[CH:15]=[C:16](/[C:18]2[CH:22]=[C:21]([CH3:23])[N:20]([CH2:24][C:25]3[CH:26]=[CH:27][C:28]([NH:31][CH3:32])=[N:29][CH:30]=3)[N:19]=2)\[F:17])=[CH:13][CH:14]=1)[CH:1]([CH3:2])[CH3:3])([CH3:6])[CH3:7].